Predict the product of the given reaction. From a dataset of Forward reaction prediction with 1.9M reactions from USPTO patents (1976-2016). (1) Given the reactants Cl.C([O:9][P:10]([CH2:19][C@H:20]([OH:23])[CH2:21][NH2:22])([CH2:12][CH:13]1[CH2:18][CH2:17][CH2:16][CH2:15][CH2:14]1)=[O:11])C1C=CC=CC=1.[NH:24](C(OCC1C=CC=CC=1)=O)[C@H:25]([C:32]([NH:34][C@H:35]([C:39](O)=[O:40])[CH:36]([CH3:38])[CH3:37])=[O:33])[CH2:26][C:27]1[N:31]=[CH:30][NH:29][CH:28]=1, predict the reaction product. The product is: [NH2:24][C@@H:25]([CH2:26][C:27]1[N:31]=[CH:30][NH:29][CH:28]=1)[C:32]([NH:34][C@@H:35]([CH:36]([CH3:38])[CH3:37])[C:39]([NH:22][CH2:21][C@@H:20]([OH:23])[CH2:19][P:10]([CH2:12][CH:13]1[CH2:14][CH2:15][CH2:16][CH2:17][CH2:18]1)(=[O:11])[OH:9])=[O:40])=[O:33]. (2) Given the reactants [NH2:1][C:2]1[CH:3]=[N:4][CH:5]=[C:6]([Br:8])[CH:7]=1.[C:9](O)(=O)[CH3:10].[CH:13](=O)[CH3:14].C(O[BH-](OC(=O)C)OC(=O)C)(=O)C.[Na+].[Na], predict the reaction product. The product is: [Br:8][C:6]1[CH:7]=[C:2]([N:1]([CH2:9][CH3:10])[CH2:13][CH3:14])[CH:3]=[N:4][CH:5]=1. (3) Given the reactants [C:1]([O:5][C:6]([NH:8][C@H:9]([C:14]([OH:16])=O)[CH2:10][CH:11]([CH3:13])C)=[O:7])([CH3:4])([CH3:3])[CH3:2].[F:17][C:18]([F:38])([F:37])[C:19]1[CH:24]=[CH:23][C:22]([S:25]([N:28]2[CH2:32][C@@H:31]3[C@@H:33]([NH2:36])[CH2:34][CH2:35][C@@H:30]3[CH2:29]2)(=[O:27])=[O:26])=[CH:21][CH:20]=1.[CH2:39](N1C[C@@H]2[C@@H](N)CC[C@@H]2C1)C1C=CC=CC=1, predict the reaction product. The product is: [CH3:39][N:8]([C@@H:9]([CH2:10][CH2:11][CH3:13])[C:14](=[O:16])[NH:36][C@@H:33]1[C@@H:31]2[C@@H:30]([CH2:29][N:28]([S:25]([C:22]3[CH:21]=[CH:20][C:19]([C:18]([F:17])([F:37])[F:38])=[CH:24][CH:23]=3)(=[O:26])=[O:27])[CH2:32]2)[CH2:35][CH2:34]1)[C:6](=[O:7])[O:5][C:1]([CH3:2])([CH3:3])[CH3:4]. (4) Given the reactants [CH2:1]([C:4]1[CH:9]=[C:8]([CH:10]([NH2:12])[CH3:11])[CH:7]=[CH:6][C:5]=1[C:13]1[CH:18]=[C:17]([F:19])[CH:16]=[CH:15][C:14]=1[O:20][CH3:21])[CH:2]=[CH2:3].C(N(CC)CC)C.[F:29][C:30]1[CH:31]=[C:32]([S:37](Cl)(=[O:39])=[O:38])[CH:33]=[CH:34][C:35]=1[F:36], predict the reaction product. The product is: [CH2:1]([C:4]1[CH:9]=[C:8]([CH:10]([NH:12][S:37]([C:32]2[CH:33]=[CH:34][C:35]([F:36])=[C:30]([F:29])[CH:31]=2)(=[O:39])=[O:38])[CH3:11])[CH:7]=[CH:6][C:5]=1[C:13]1[CH:18]=[C:17]([F:19])[CH:16]=[CH:15][C:14]=1[O:20][CH3:21])[CH:2]=[CH2:3]. (5) Given the reactants COC[O:4][C:5]1[CH:6]=[C:7]([CH:15]=[CH:16][C:17]2[CH:22]=[CH:21][C:20]([N+:23]([O-:25])=[O:24])=[CH:19][CH:18]=2)[CH:8]=[CH:9][C:10]=1[O:11]COC, predict the reaction product. The product is: [N+:23]([C:20]1[CH:21]=[CH:22][C:17]([CH:16]=[CH:15][C:7]2[CH:6]=[C:5]([OH:4])[C:10]([OH:11])=[CH:9][CH:8]=2)=[CH:18][CH:19]=1)([O-:25])=[O:24].